From a dataset of Reaction yield outcomes from USPTO patents with 853,638 reactions. Predict the reaction yield, written as a fraction of the theoretical maximum amount of product (1.0 means a 100% yield; for example, 0.34 means a 34% yield). (1) The reactants are CN(C)C1C=CC(N[C:10]2[N:15]=[C:14]([NH:16][CH2:17][C:18]3[O:19][CH:20]=[CH:21][CH:22]=3)[N:13]=[C:12]([O:23][CH2:24][CH3:25])[N:11]=2)=CC=1.[S:27]1[CH:31]=[CH:30][CH:29]=[C:28]1[C:32]1[NH:36][C:35]2[CH:37]=[CH:38][C:39]([NH2:41])=[CH:40][C:34]=2[N:33]=1.CCN(C(C)C)C(C)C.O1CCOCC1. The catalyst is CO.C(OCC)(=O)C. The product is [CH2:24]([O:23][C:12]1[N:13]=[C:14]([NH:16][CH2:17][C:18]2[O:19][CH:20]=[CH:21][CH:22]=2)[N:15]=[C:10]([NH:41][C:39]2[CH:38]=[CH:37][C:35]3[NH:36][C:32]([C:28]4[S:27][CH:31]=[CH:30][CH:29]=4)=[N:33][C:34]=3[CH:40]=2)[N:11]=1)[CH3:25]. The yield is 0.0900. (2) The reactants are C1C=C(Cl)C=C(C(OO)=[O:9])C=1.[Cl:12][C:13]1[C:18]([CH:19]=[CH2:20])=[CH:17][C:16]([C:21]#[N:22])=[CH:15][C:14]=1[NH:23][C:24](=[O:30])[O:25][C:26]([CH3:29])([CH3:28])[CH3:27]. The catalyst is C(Cl)Cl. The product is [Cl:12][C:13]1[C:18]([CH:19]2[CH2:20][O:9]2)=[CH:17][C:16]([C:21]#[N:22])=[CH:15][C:14]=1[NH:23][C:24](=[O:30])[O:25][C:26]([CH3:29])([CH3:28])[CH3:27]. The yield is 0.940. (3) The reactants are [CH:1]1[C:9]2[C:8]3[CH:10]=[CH:11][CH:12]=[CH:13][C:7]=3[S:6][C:5]=2[C:4]([C:14]2[CH:15]=[C:16](B3OC(C)(C)C(C)(C)O3)[CH:17]=[CH:18][CH:19]=2)=[CH:3][CH:2]=1.Br[C:30]1[CH:31]=[C:32]([Si:36]([C:49]2[CH:54]=[CH:53][CH:52]=[C:51]([Br:55])[CH:50]=2)([C:43]2[CH:48]=[CH:47][CH:46]=[CH:45][CH:44]=2)[C:37]2[CH:42]=[CH:41][CH:40]=[CH:39][CH:38]=2)[CH:33]=[CH:34][CH:35]=1.COC1C=CC=C(OC)C=1C1C=CC=CC=1P(C1CCCCC1)C1CCCCC1.[O-]P([O-])([O-])=O.[K+].[K+].[K+]. The catalyst is C1(C)C(C)=CC=CC=1.O.C1C=CC(/C=C/C(/C=C/C2C=CC=CC=2)=O)=CC=1.C1C=CC(/C=C/C(/C=C/C2C=CC=CC=2)=O)=CC=1.C1C=CC(/C=C/C(/C=C/C2C=CC=CC=2)=O)=CC=1.[Pd].[Pd]. The product is [Br:55][C:51]1[CH:50]=[C:49]([Si:36]([C:32]2[CH:31]=[C:30]([C:16]3[CH:17]=[CH:18][CH:19]=[C:14]([C:4]4[C:5]5[S:6][C:7]6[CH:13]=[CH:12][CH:11]=[CH:10][C:8]=6[C:9]=5[CH:1]=[CH:2][CH:3]=4)[CH:15]=3)[CH:35]=[CH:34][CH:33]=2)([C:43]2[CH:44]=[CH:45][CH:46]=[CH:47][CH:48]=2)[C:37]2[CH:38]=[CH:39][CH:40]=[CH:41][CH:42]=2)[CH:54]=[CH:53][CH:52]=1. The yield is 0.306. (4) The reactants are [Si:1]([O:8][C:9]1([C:15]([O:17][CH2:18][CH3:19])=[O:16])[CH2:11][CH:10]1C(O)=O)([C:4]([CH3:7])([CH3:6])[CH3:5])([CH3:3])[CH3:2].CC[N:22]([CH:26](C)C)C(C)C.C1C=CC(P(N=[N+]=[N-])(C2C=CC=CC=2)=[O:36])=CC=1.[CH2:46]([OH:53])[C:47]1[CH:52]=[CH:51][CH:50]=[CH:49][CH:48]=1. The catalyst is C1(C)C=CC=CC=1.C(OCC)(=O)C. The product is [CH2:18]([O:17][C:15]([C:9]1([O:8][Si:1]([C:4]([CH3:5])([CH3:6])[CH3:7])([CH3:2])[CH3:3])[CH2:11][CH:10]1[NH:22][C:26]([O:53][CH2:46][C:47]1[CH:52]=[CH:51][CH:50]=[CH:49][CH:48]=1)=[O:36])=[O:16])[CH3:19]. The yield is 0.300. (5) The reactants are Br[CH2:2][C:3](=O)[CH2:4][O:5][CH3:6].Cl.[C:9]([C:12]1[C:13]([CH:23]2[CH2:26][CH2:25][CH2:24]2)=[CH:14][C:15]([CH3:22])=[C:16]([CH:21]=1)[C:17]([O:19][CH3:20])=[O:18])(=[NH:11])[NH2:10].C(=O)([O-])[O-].[K+].[K+]. The catalyst is CC#N. The product is [CH:23]1([C:13]2[C:12]([C:9]3[NH:10][C:3]([CH2:4][O:5][CH3:6])=[CH:2][N:11]=3)=[CH:21][C:16]([C:17]([O:19][CH3:20])=[O:18])=[C:15]([CH3:22])[CH:14]=2)[CH2:24][CH2:25][CH2:26]1. The yield is 0.240.